Dataset: Full USPTO retrosynthesis dataset with 1.9M reactions from patents (1976-2016). Task: Predict the reactants needed to synthesize the given product. (1) The reactants are: Cl.[O:2]1[C:6]2[CH:7]=[CH:8][CH:9]=[C:10]([CH:11]3[CH2:16][CH2:15][N:14]([CH2:17][CH2:18][C@H:19]4[CH2:24][CH2:23][C@H:22]([NH2:25])[CH2:21][CH2:20]4)[CH2:13][CH2:12]3)[C:5]=2[O:4][CH2:3]1.[OH:26][C@H:27]([CH3:31])[C:28](O)=[O:29]. Given the product [O:2]1[C:6]2[CH:7]=[CH:8][CH:9]=[C:10]([CH:11]3[CH2:16][CH2:15][N:14]([CH2:17][CH2:18][C@H:19]4[CH2:20][CH2:21][C@H:22]([NH:25][C:28](=[O:29])[C@H:27]([OH:26])[CH3:31])[CH2:23][CH2:24]4)[CH2:13][CH2:12]3)[C:5]=2[O:4][CH2:3]1, predict the reactants needed to synthesize it. (2) The reactants are: C([O:8][N:9]1[C:14]2[N:15]=[CH:16][N:17]=[C:18]([CH3:19])[C:13]=2[C:12]([NH:20][CH2:21][C:22]2[CH:27]=[CH:26][C:25]([OH:28])=[C:24]([OH:29])[CH:23]=2)=[CH:11][C:10]1=[O:30])C1C=CC=CC=1.CO.[H][H]. Given the product [OH:29][C:24]1[CH:23]=[C:22]([CH:27]=[CH:26][C:25]=1[OH:28])[CH2:21][NH:20][C:12]1[C:13]2[C:18]([CH3:19])=[N:17][CH:16]=[N:15][C:14]=2[N:9]([OH:8])[C:10](=[O:30])[CH:11]=1, predict the reactants needed to synthesize it. (3) Given the product [CH3:8][S:9]([C:12]1[CH:13]=[CH:14][C:15]([C:18]2[CH:19]=[N:20][C:21]([NH:24][CH2:25][CH:26]3[CH2:27][CH2:28][N:29]([C:32]([O:34][CH2:43][C:44]4[CH:49]=[CH:48][CH:47]=[CH:46][CH:45]=4)=[O:33])[CH2:30][CH2:31]3)=[N:22][CH:23]=2)=[CH:16][CH:17]=1)(=[O:10])=[O:11], predict the reactants needed to synthesize it. The reactants are: C(O)(C(F)(F)F)=O.[CH3:8][S:9]([C:12]1[CH:17]=[CH:16][C:15]([C:18]2[CH:19]=[N:20][C:21]([NH:24][CH2:25][CH:26]3[CH2:31][CH2:30][N:29]([C:32]([O:34]C(C)(C)C)=[O:33])[CH2:28][CH2:27]3)=[N:22][CH:23]=2)=[CH:14][CH:13]=1)(=[O:11])=[O:10].ClC(O[CH2:43][C:44]1[CH:49]=[CH:48][CH:47]=[CH:46][CH:45]=1)=O.C(N(CC)CC)C. (4) Given the product [Cl:15][C:2]1[C:3]([O:9][CH3:10])=[N:4][CH:5]=[CH:6][C:7]=1[Cl:8], predict the reactants needed to synthesize it. The reactants are: N[C:2]1[C:3]([O:9][CH3:10])=[N:4][CH:5]=[CH:6][C:7]=1[Cl:8].N([O-])=O.[Na+].[ClH:15]. (5) Given the product [CH3:16][O:15][C:5]1[C:6]2[N:10]=[C:9]([C:11]([F:14])([F:13])[F:12])[NH:8][C:7]=2[C:2]([C:28](=[O:34])[CH2:29][CH2:30][C:31]([OH:33])=[O:32])=[CH:3][CH:4]=1, predict the reactants needed to synthesize it. The reactants are: Br[C:2]1[C:7]2[NH:8][C:9]([C:11]([F:14])([F:13])[F:12])=[N:10][C:6]=2[C:5]([O:15][CH3:16])=[CH:4][CH:3]=1.C([Li])CCC.CCCCCC.[C:28]1(=[O:34])[O:33][C:31](=[O:32])[CH2:30][CH2:29]1.Cl. (6) Given the product [CH3:15][O:16][C:17](=[O:20])[CH2:18][NH:19][CH2:10][C:9]1[CH:12]=[CH:13][C:6]([N:2]2[N:3]=[CH:4][CH:5]=[N:1]2)=[CH:7][CH:8]=1, predict the reactants needed to synthesize it. The reactants are: [N:1]1[N:2]([C:6]2[CH:13]=[CH:12][C:9]([CH:10]=O)=[CH:8][CH:7]=2)[N:3]=[CH:4][CH:5]=1.Cl.[CH3:15][O:16][C:17](=[O:20])[CH2:18][NH2:19].C(N(CC)CC)C.[O-]S([O-])(=O)=O.[Mg+2].[BH4-].[Na+]. (7) Given the product [Cl:26][C:27]1[CH:32]=[CH:31][C:30]([C:33]([F:36])([F:35])[F:34])=[CH:29][C:28]=1[NH:37][C:38]([NH:1][C:2]1[CH:3]=[C:4]([N:9]([CH3:25])[C:10]2[N:15]=[C:14]3[S:16][C:17]([NH:19][C:20]([CH:22]4[CH2:23][CH2:24]4)=[O:21])=[N:18][C:13]3=[CH:12][CH:11]=2)[CH:5]=[CH:6][C:7]=1[F:8])=[O:39], predict the reactants needed to synthesize it. The reactants are: [NH2:1][C:2]1[CH:3]=[C:4]([N:9]([CH3:25])[C:10]2[N:15]=[C:14]3[S:16][C:17]([NH:19][C:20]([CH:22]4[CH2:24][CH2:23]4)=[O:21])=[N:18][C:13]3=[CH:12][CH:11]=2)[CH:5]=[CH:6][C:7]=1[F:8].[Cl:26][C:27]1[CH:32]=[CH:31][C:30]([C:33]([F:36])([F:35])[F:34])=[CH:29][C:28]=1[N:37]=[C:38]=[O:39].